From a dataset of Reaction yield outcomes from USPTO patents with 853,638 reactions. Predict the reaction yield, written as a fraction of the theoretical maximum amount of product (1.0 means a 100% yield; for example, 0.34 means a 34% yield). (1) The reactants are [OH:1][C:2]1[CH:7]=[CH:6][C:5]([C:8]2[C:9](=[O:19])[O:10][CH2:11][C:12]=2[C:13]2[CH:18]=[CH:17][N:16]=[CH:15][CH:14]=2)=[CH:4][CH:3]=1.C([O-])([O-])=O.[K+].[K+].Cl[CH2:27][C:28]1[CH:37]=[CH:36][C:35]2[C:30](=[CH:31][CH:32]=[CH:33][CH:34]=2)[N:29]=1. The catalyst is CN(C=O)C. The product is [N:16]1[CH:17]=[CH:18][C:13]([C:12]2[CH2:11][O:10][C:9](=[O:19])[C:8]=2[C:5]2[CH:4]=[CH:3][C:2]([O:1][CH2:27][C:28]3[CH:37]=[CH:36][C:35]4[C:30](=[CH:31][CH:32]=[CH:33][CH:34]=4)[N:29]=3)=[CH:7][CH:6]=2)=[CH:14][CH:15]=1. The yield is 0.190. (2) The reactants are [F:1][C:2]1[CH:3]=[C:4]([CH:9]=[CH:10][CH:11]=1)[C:5](Cl)=[N:6][OH:7].[CH3:12][O:13][C:14](=[O:18])[CH2:15][C:16]#[N:17].C[O-].[Na+]. The catalyst is CO. The product is [NH2:17][C:16]1[O:7][N:6]=[C:5]([C:4]2[CH:9]=[CH:10][CH:11]=[C:2]([F:1])[CH:3]=2)[C:15]=1[C:14]([O:13][CH3:12])=[O:18]. The yield is 0.770. (3) The reactants are [NH2:1][CH2:2][CH2:3][O:4][CH2:5][CH2:6][NH:7][C:8](=[O:14])[O:9][C:10]([CH3:13])([CH3:12])[CH3:11].CN(C=O)C.[CH3:20][C:21]1[CH:22]=[N:23][C:24]([C:28](O)=[O:29])=[CH:25][N+:26]=1[O-:27].CCN(C(C)C)C(C)C. The catalyst is CC#N.CCOC(C)=O. The product is [C:10]([O:9][C:8]([NH:7][CH2:6][CH2:5][O:4][CH2:3][CH2:2][NH:1][C:28]([C:24]1[N:23]=[CH:22][C:21]([CH3:20])=[N+:26]([O-:27])[CH:25]=1)=[O:29])=[O:14])([CH3:11])([CH3:13])[CH3:12]. The yield is 0.850. (4) The reactants are [CH3:1][C:2]([Si:5]([C:28]1[CH:33]=[CH:32][CH:31]=[CH:30][CH:29]=1)([C:22]1[CH:27]=[CH:26][CH:25]=[CH:24][CH:23]=1)[O:6][CH2:7][C@@H:8]1[CH2:13][CH2:12][C@H:11]([CH3:14])[CH2:10][N:9]1C(OC(C)(C)C)=O)([CH3:4])[CH3:3].C(O)(C(F)(F)F)=O. The catalyst is C(Cl)Cl. The product is [CH3:1][C:2]([Si:5]([C:22]1[CH:27]=[CH:26][CH:25]=[CH:24][CH:23]=1)([C:28]1[CH:29]=[CH:30][CH:31]=[CH:32][CH:33]=1)[O:6][CH2:7][C@@H:8]1[CH2:13][CH2:12][C@H:11]([CH3:14])[CH2:10][NH:9]1)([CH3:3])[CH3:4]. The yield is 0.920. (5) The reactants are [NH2:1][CH2:2][C:3]1([C:16]2[CH:21]=[CH:20][CH:19]=[C:18]([C:22]3[CH:23]=[N:24][N:25]([CH3:27])[CH:26]=3)[CH:17]=2)[CH2:8][CH2:7][N:6]([C:9]([O:11][C:12]([CH3:15])([CH3:14])[CH3:13])=[O:10])[CH2:5][CH2:4]1.[CH3:28][N:29]([CH3:34])[CH2:30][C:31](O)=[O:32].F[P-](F)(F)(F)(F)F.N1(OC(N(C)C)=[N+](C)C)C2N=CC=CC=2N=N1. The catalyst is CN(C=O)C.C(N(CC)C(C)C)(C)C. The product is [CH3:28][N:29]([CH3:34])[CH2:30][C:31]([NH:1][CH2:2][C:3]1([C:16]2[CH:21]=[CH:20][CH:19]=[C:18]([C:22]3[CH:23]=[N:24][N:25]([CH3:27])[CH:26]=3)[CH:17]=2)[CH2:4][CH2:5][N:6]([C:9]([O:11][C:12]([CH3:15])([CH3:14])[CH3:13])=[O:10])[CH2:7][CH2:8]1)=[O:32]. The yield is 1.15. (6) The reactants are [CH3:1][O:2][C:3]1[C:12]([NH2:13])=[C:11]2[C:6]([CH:7]=[CH:8][CH:9]=[N:10]2)=[CH:5][CH:4]=1.[C:14]1([S:20](Cl)(=[O:22])=[O:21])[CH:19]=[CH:18][CH:17]=[CH:16][CH:15]=1. The catalyst is CN(C1C=CN=CC=1)C. The product is [CH3:1][O:2][C:3]1[C:12]([NH:13][S:20]([C:14]2[CH:19]=[CH:18][CH:17]=[CH:16][CH:15]=2)(=[O:22])=[O:21])=[C:11]2[C:6]([CH:7]=[CH:8][CH:9]=[N:10]2)=[CH:5][CH:4]=1. The yield is 0.330. (7) The reactants are [C:1]([CH2:3][CH2:4][C:5]([C:8]1[CH:16]=[CH:15][C:11]([C:12]([OH:14])=O)=[CH:10][CH:9]=1)([CH3:7])[CH3:6])#[N:2].[F:17][C:18]([F:30])([F:29])[C:19]1[CH:20]=[CH:21][C:22]2[N:23]([CH:25]=[C:26]([NH2:28])[N:27]=2)[CH:24]=1. No catalyst specified. The product is [C:1]([CH2:3][CH2:4][C:5]([C:8]1[CH:9]=[CH:10][C:11]([C:12]([NH:28][C:26]2[N:27]=[C:22]3[CH:21]=[CH:20][C:19]([C:18]([F:30])([F:17])[F:29])=[CH:24][N:23]3[CH:25]=2)=[O:14])=[CH:15][CH:16]=1)([CH3:6])[CH3:7])#[N:2]. The yield is 0.400.